From a dataset of Reaction yield outcomes from USPTO patents with 853,638 reactions. Predict the reaction yield, written as a fraction of the theoretical maximum amount of product (1.0 means a 100% yield; for example, 0.34 means a 34% yield). (1) The product is [CH3:9][N:8]([CH2:7][C:5]1[CH2:22][C:2]([C:14]2[CH:15]=[CH:16][CH:17]=[CH:18][C:13]=2[CH:11]=[O:12])=[CH:3][CH:4]=1)[CH3:10]. The reactants are Br[C:2]1O[C:5]([CH2:7][N:8]([CH3:10])[CH3:9])=[CH:4][CH:3]=1.[CH:11]([C:13]1[CH:18]=[CH:17][CH:16]=[CH:15][C:14]=1B(O)O)=[O:12].[C:22](=O)([O-])[O-].[Na+].[Na+].Cl. The yield is 0.690. The catalyst is Cl[Pd](Cl)([P](C1C=CC=CC=1)(C1C=CC=CC=1)C1C=CC=CC=1)[P](C1C=CC=CC=1)(C1C=CC=CC=1)C1C=CC=CC=1.C(#N)C. (2) The reactants are [NH2:1][C:2]1[CH:3]=[C:4]([CH:10]=[CH:11][CH:12]=1)[C:5]([O:7][CH2:8][CH3:9])=[O:6].N1C=CC=CC=1.Cl[C:20]([O:22][CH2:23][C:24]([Cl:27])([Cl:26])[Cl:25])=[O:21].C(OCC)(=O)C. The catalyst is O1CCCC1.O. The product is [Cl:25][C:24]([Cl:27])([Cl:26])[CH2:23][O:22][C:20]([NH:1][C:2]1[CH:3]=[C:4]([CH:10]=[CH:11][CH:12]=1)[C:5]([O:7][CH2:8][CH3:9])=[O:6])=[O:21]. The yield is 0.910. (3) The reactants are [C:1]([NH:5][S:6]([C:9]1(C)[CH2:11][CH2:10]1)(=[O:8])=[O:7])([CH3:4])([CH3:3])[CH3:2].[C:13]([O:21]C)(=O)[C:14]1[CH:19]=[CH:18][CH:17]=[CH:16][CH:15]=1. No catalyst specified. The product is [C:1]([NH:5][S:6]([C:9]1([C:13](=[O:21])[C:14]2[CH:15]=[CH:16][CH:17]=[CH:18][CH:19]=2)[CH2:11][CH2:10]1)(=[O:8])=[O:7])([CH3:4])([CH3:2])[CH3:3]. The yield is 0.660. (4) The reactants are [CH3:1][O:2][C:3]1[CH:4]=[C:5]([CH:7]=[C:8]([O:10][CH3:11])[CH:9]=1)[NH2:6].[CH3:12][S:13](Cl)(=[O:15])=[O:14]. The catalyst is N1C=CC=CC=1. The product is [CH3:11][O:10][C:8]1[CH:7]=[C:5]([NH:6][S:13]([CH3:12])(=[O:15])=[O:14])[CH:4]=[C:3]([O:2][CH3:1])[CH:9]=1. The yield is 1.00. (5) The reactants are [FH:1].[FH:2].F.C(N(CC)CC)C.C(N(CC)CC)C.[B-](F)(F)(F)F.CCN([S+](F)F)CC.[C:31]([O:35][C:36]([N:38]1[CH2:43][C:42](=O)[CH2:41][CH2:40][CH:39]1[C:45]([O:47][CH3:48])=[O:46])=[O:37])([CH3:34])([CH3:33])[CH3:32].C([O-])(O)=O.[Na+]. The catalyst is C(Cl)Cl. The product is [C:31]([O:35][C:36]([N:38]1[CH2:43][C:42]([F:2])([F:1])[CH2:41][CH2:40][CH:39]1[C:45]([O:47][CH3:48])=[O:46])=[O:37])([CH3:34])([CH3:33])[CH3:32]. The yield is 0.430.